Dataset: Reaction yield outcomes from USPTO patents with 853,638 reactions. Task: Predict the reaction yield, written as a fraction of the theoretical maximum amount of product (1.0 means a 100% yield; for example, 0.34 means a 34% yield). (1) The reactants are [Br:1][C:2]1[CH:3]=[C:4]([CH:10]=[CH:11][CH:12]=1)[O:5][CH2:6][C:7](Cl)=[O:8].C(N(CC)CC)C.[NH2:20][CH:21]1[CH2:26][CH2:25][N:24]([C:27]([O:29][C:30]([CH3:33])([CH3:32])[CH3:31])=[O:28])[CH2:23][CH2:22]1. The catalyst is C(Cl)Cl.O. The product is [Br:1][C:2]1[CH:3]=[C:4]([CH:10]=[CH:11][CH:12]=1)[O:5][CH2:6][C:7]([NH:20][CH:21]1[CH2:22][CH2:23][N:24]([C:27]([O:29][C:30]([CH3:33])([CH3:32])[CH3:31])=[O:28])[CH2:25][CH2:26]1)=[O:8]. The yield is 0.800. (2) The reactants are [C:1]1([NH2:12])[C:6](F)=[C:5](F)[C:4](F)=[C:3](N)C=1F.[ClH:13].Cl.[NH:15]1[C:23]2[C:18](=[CH:19][CH:20]=[CH:21][CH:22]=2)[C:17](/[CH:24]=[CH:25]/[C:26]2[CH:39]=[CH:38][C:29]([C:30]([N:32]3[CH2:37][CH2:36][NH:35][CH2:34][CH2:33]3)=[O:31])=[CH:28][CH:27]=2)=[N:16]1.O.ON1C2C=CC=CC=2N=N1.Cl.C(N=C=NCCCN(C)C)C.CN1CC[O:67][CH2:66]C1.Cl.CO. The catalyst is CO. The product is [ClH:13].[ClH:13].[NH:12]1[CH2:3][CH2:4][CH:5]([C:66]([N:35]2[CH2:36][CH2:37][N:32]([C:30](=[O:31])[C:29]3[CH:28]=[CH:27][C:26](/[CH:25]=[CH:24]/[C:17]4[C:18]5[C:23](=[CH:22][CH:21]=[CH:20][CH:19]=5)[NH:15][N:16]=4)=[CH:39][CH:38]=3)[CH2:33][CH2:34]2)=[O:67])[CH2:6][CH2:1]1. The yield is 0.410. (3) The reactants are C[O:2][C:3]([C:5]1[N:6]([C:13]2[C:18]([Cl:19])=[CH:17][CH:16]=[CH:15][C:14]=2[Cl:20])[N:7]=[CH:8][C:9]=1[CH:10]([CH3:12])[CH3:11])=O.CC(C[AlH]CC(C)C)C. The catalyst is C1COCC1. The product is [Cl:19][C:18]1[CH:17]=[CH:16][CH:15]=[C:14]([Cl:20])[C:13]=1[N:6]1[C:5]([CH2:3][OH:2])=[C:9]([CH:10]([CH3:12])[CH3:11])[CH:8]=[N:7]1. The yield is 0.800.